Task: Predict the reaction yield, written as a fraction of the theoretical maximum amount of product (1.0 means a 100% yield; for example, 0.34 means a 34% yield).. Dataset: Reaction yield outcomes from USPTO patents with 853,638 reactions (1) The reactants are [Br:1][C:2]1[CH:3]=[C:4]2[C:9](=[CH:10][CH:11]=1)[C:8](=[O:12])[N:7]([CH2:13][CH:14]1[CH2:16][CH2:15]1)[C:6]([CH2:17][N:18]1[C:26](=[O:27])C3C(=CC=CC=3)C1=O)=[C:5]2[O:29][CH2:30][CH2:31][CH2:32][CH3:33].O.NN.C(=O)([O-])O.[Na+].C(OC([O:44][C:45]([CH3:48])([CH3:47])[CH3:46])=O)([O:44][C:45]([CH3:48])([CH3:47])[CH3:46])=O. The catalyst is C(O)C.O. The product is [Br:1][C:2]1[CH:3]=[C:4]2[C:9](=[CH:10][CH:11]=1)[C:8](=[O:12])[N:7]([CH2:13][CH:14]1[CH2:15][CH2:16]1)[C:6]([CH2:17][NH:18][C:26](=[O:27])[O:44][C:45]([CH3:48])([CH3:47])[CH3:46])=[C:5]2[O:29][CH2:30][CH2:31][CH2:32][CH3:33]. The yield is 0.708. (2) The reactants are Br[C:2]1[S:3][CH:4]=[C:5]([Br:7])[N:6]=1.Cl.[NH:9]1[CH2:12][CH:11]([OH:13])[CH2:10]1.C(=O)([O-])[O-].[Cs+].[Cs+]. The catalyst is C(#N)C. The product is [Br:7][C:5]1[N:6]=[C:2]([N:9]2[CH2:12][CH:11]([OH:13])[CH2:10]2)[S:3][CH:4]=1. The yield is 0.530. (3) The product is [NH2:1][C:2]1[CH:3]=[C:4]([CH:8]=[CH:9][C:10]=1[O:11][CH3:12])[C:5]([O:7][CH2:18][CH3:19])=[O:6]. No catalyst specified. The reactants are [NH2:1][C:2]1[CH:3]=[C:4]([CH:8]=[CH:9][C:10]=1[O:11][CH3:12])[C:5]([OH:7])=[O:6].S(=O)(=O)(O)O.[CH2:18](O)[CH3:19]. The yield is 0.894.